Dataset: Reaction yield outcomes from USPTO patents with 853,638 reactions. Task: Predict the reaction yield, written as a fraction of the theoretical maximum amount of product (1.0 means a 100% yield; for example, 0.34 means a 34% yield). (1) The reactants are [Cl:1][C:2]1[CH:3]=C(C=[CH:8][C:9]=1O)C=O.[N+:11](C)([O-:13])=[O:12].[C:15]([O-:18])(=O)[CH3:16].[NH4+].[C:20](O)(=O)[CH3:21]. No catalyst specified. The product is [Cl:1][C:2]1[CH:3]=[C:15]([OH:18])[CH:16]=[CH:8][C:9]=1[CH:20]=[CH:21][N+:11]([O-:13])=[O:12]. The yield is 0.800. (2) The reactants are [CH2:1]([O:3][C:4]([CH:6]1[CH2:13][CH:12]2[NH:14][CH:8]([CH2:9][C:10](=[O:15])[CH2:11]2)[CH2:7]1)=[O:5])[CH3:2].CCN(CC)CC.[Cl:23][C:24]1[CH:29]=[CH:28][C:27]([S:30](Cl)(=[O:32])=[O:31])=[CH:26][CH:25]=1. The catalyst is C(Cl)Cl. The product is [CH2:1]([O:3][C:4]([CH:6]1[CH2:13][CH:12]2[N:14]([S:30]([C:27]3[CH:28]=[CH:29][C:24]([Cl:23])=[CH:25][CH:26]=3)(=[O:32])=[O:31])[CH:8]([CH2:9][C:10](=[O:15])[CH2:11]2)[CH2:7]1)=[O:5])[CH3:2]. The yield is 0.880. (3) The reactants are [CH3:1][O:2][C:3]1[N:11]=[CH:10][CH:9]=[CH:8][C:4]=1[C:5]([OH:7])=O.[CH3:12][NH:13][O:14][CH3:15].CCN(CC)CC.CCCP1(OP(CCC)(=O)OP(CCC)(=O)O1)=O. The catalyst is C(Cl)Cl. The product is [CH3:1][O:2][C:3]1[N:11]=[CH:10][CH:9]=[CH:8][C:4]=1[C:5]([N:13]([O:14][CH3:15])[CH3:12])=[O:7]. The yield is 0.910. (4) The reactants are [Cl:1][C:2]1[CH:3]=[C:4]([NH:8][C:9]2[N:14]=[CH:13][N:12]=[C:11]([C:15]3[CH:20]=[CH:19][N:18]=[C:17]([C:21]#[N:22])[CH:16]=3)[N:10]=2)[CH:5]=[CH:6][CH:7]=1. The catalyst is CN(C)C=O.[Ni]. The product is [NH2:22][CH2:21][C:17]1[CH:16]=[C:15]([C:11]2[N:12]=[CH:13][N:14]=[C:9]([NH:8][C:4]3[CH:5]=[CH:6][CH:7]=[C:2]([Cl:1])[CH:3]=3)[N:10]=2)[CH:20]=[CH:19][N:18]=1. The yield is 0.800. (5) The reactants are [Cl:1][C:2]1[CH:3]=[CH:4][C:5]([NH2:8])=[N:6][CH:7]=1.[I:9]([O-])(=O)=O.[K+].[I-].[K+]. The catalyst is S(=O)(=O)(O)O.O. The product is [Cl:1][C:2]1[CH:3]=[C:4]([I:9])[C:5]([NH2:8])=[N:6][CH:7]=1. The yield is 0.840.